This data is from Forward reaction prediction with 1.9M reactions from USPTO patents (1976-2016). The task is: Predict the product of the given reaction. (1) Given the reactants [C:1]([C:4]1[C:9](=[O:10])[C:8]([O:11][CH3:12])=[CH:7][N:6]([C:13]2[C:21]3[O:20][C:19]([F:23])([F:22])[O:18][C:17]=3[CH:16]=[CH:15][CH:14]=2)[N:5]=1)(=[O:3])[CH3:2].CO[CH:26](OC)[N:27]([CH3:29])[CH3:28], predict the reaction product. The product is: [F:23][C:19]1([F:22])[O:18][C:17]2[CH:16]=[CH:15][CH:14]=[C:13]([N:6]3[CH:7]=[C:8]([O:11][CH3:12])[C:9](=[O:10])[C:4]([C:1](=[O:3])[CH:2]=[CH:26][N:27]([CH3:29])[CH3:28])=[N:5]3)[C:21]=2[O:20]1. (2) Given the reactants [CH:1]([C:3]1[CH:8]=[CH:7][CH:6]=[CH:5][C:4]=1[S:9]([NH2:12])(=[O:11])=[O:10])=[CH2:2].Cl[C:14](Cl)([O:16]C(=O)OC(Cl)(Cl)Cl)Cl.[NH2:25][C@@H:26]([CH2:39][C:40]1[CH:45]=[CH:44][CH:43]=[C:42]([CH:46]=[CH2:47])[CH:41]=1)[C:27]([N:29]([C:31]1[CH:36]=[CH:35][C:34]([O:37][CH3:38])=[CH:33][CH:32]=1)[CH3:30])=[O:28].C(O)(C(F)(F)F)=O.CCN(C(C)C)C(C)C, predict the reaction product. The product is: [CH3:38][O:37][C:34]1[CH:33]=[CH:32][C:31]([N:29]([CH3:30])[C:27](=[O:28])[C@@H:26]([NH:25][C:14]([NH:12][S:9]([C:4]2[CH:5]=[CH:6][CH:7]=[CH:8][C:3]=2[CH:1]=[CH2:2])(=[O:10])=[O:11])=[O:16])[CH2:39][C:40]2[CH:45]=[CH:44][CH:43]=[C:42]([CH:46]=[CH2:47])[CH:41]=2)=[CH:36][CH:35]=1. (3) Given the reactants [CH2:1]([OH:4])[C:2]#[CH:3].[F:5][C:6]1[CH:7]=[C:8](I)[CH:9]=[CH:10][CH:11]=1, predict the reaction product. The product is: [F:5][C:6]1[CH:11]=[C:10]([C:3]#[C:2][CH2:1][OH:4])[CH:9]=[CH:8][CH:7]=1. (4) Given the reactants CN(C=O)C.C(=O)([O-])[O-].[K+].[K+].[OH:12][C:13]1[CH:14]=[C:15]([CH:20]=[CH:21][C:22]=1[O:23][CH3:24])[C:16]([O:18][CH3:19])=[O:17].Br[CH2:26][CH2:27][Cl:28], predict the reaction product. The product is: [Cl:28][CH2:27][CH2:26][O:12][C:13]1[CH:14]=[C:15]([CH:20]=[CH:21][C:22]=1[O:23][CH3:24])[C:16]([O:18][CH3:19])=[O:17]. (5) The product is: [C:17]([CH:5]([CH:6]([C:7]1[C:16]2[C:11](=[CH:12][CH:13]=[CH:14][CH:15]=2)[CH:10]=[CH:9][CH:8]=1)[C:20]1[CH:25]=[CH:24][CH:23]=[CH:22][CH:21]=1)[C:4]([O:3][CH2:1][CH3:2])=[O:19])#[N:18]. Given the reactants [CH2:1]([O:3][C:4](=[O:19])[C:5]([C:17]#[N:18])=[CH:6][C:7]1[C:16]2[C:11](=[CH:12][CH:13]=[CH:14][CH:15]=2)[CH:10]=[CH:9][CH:8]=1)[CH3:2].[C:20]1([Mg]Br)[CH:25]=[CH:24][CH:23]=[CH:22][CH:21]=1, predict the reaction product. (6) Given the reactants [H-].[Na+].[Cl:3][C:4]1[CH:5]=[C:6]([C:22]2[CH2:23][CH2:24][C:25](=[O:28])[NH:26][N:27]=2)[CH:7]=[CH:8][C:9]=1[O:10][CH2:11][CH2:12][CH2:13][O:14][C:15]1[CH:20]=[CH:19][C:18]([OH:21])=[CH:17][CH:16]=1.[O:29]1[CH2:31][CH:30]1[CH2:32]OS(C1C=CC=C([N+]([O-])=O)C=1)(=O)=O.[Cl-].[NH4+], predict the reaction product. The product is: [Cl:3][C:4]1[CH:5]=[C:6]([C:22]2[CH2:23][CH2:24][C:25](=[O:28])[NH:26][N:27]=2)[CH:7]=[CH:8][C:9]=1[O:10][CH2:11][CH2:12][CH2:13][O:14][C:15]1[CH:20]=[CH:19][C:18]([O:21][CH2:32][CH:30]2[CH2:31][O:29]2)=[CH:17][CH:16]=1. (7) Given the reactants [F:1][C:2]1([F:17])[C:7]2[NH:8][C:9]3[CH:10]=[C:11](C)[CH:12]=[CH:13][C:14]=3[C:6]=2[CH2:5][N:4]([CH3:16])[CH2:3]1.[H-].[Na+].[O:20]1[CH2:22][CH:21]1[C:23]1[CH:24]=[N:25][CH:26]=[CH:27][CH:28]=1.[CH3:29]N(C=O)C, predict the reaction product. The product is: [F:17][C:2]1([F:1])[C:7]2[N:8]([CH2:22][CH:21]([C:23]3[CH:24]=[N:25][CH:26]=[CH:27][CH:28]=3)[OH:20])[C:9]3[CH:10]=[CH:11][C:12]([CH3:29])=[CH:13][C:14]=3[C:6]=2[CH2:5][N:4]([CH3:16])[CH2:3]1. (8) Given the reactants [OH:1][C@H:2]([CH3:6])[C:3](N)=O.F[B-](F)(F)F.C([O+](CC)CC)C.[N:19]1([C@@H:24]2[CH2:29][CH2:28][C@H:27]([NH:30][C:31]3[C:36]([NH2:37])=[CH:35][N:34]=[C:33]4[CH:38]=[CH:39][S:40][C:32]=34)[CH2:26][CH2:25]2)[CH:23]=[N:22][CH:21]=[N:20]1, predict the reaction product. The product is: [N:19]1([C@@H:24]2[CH2:29][CH2:28][C@H:27]([N:30]3[C:31]4=[C:32]5[S:40][CH:39]=[CH:38][C:33]5=[N:34][CH:35]=[C:36]4[N:37]=[C:3]3[C@H:2]([OH:1])[CH3:6])[CH2:26][CH2:25]2)[CH:23]=[N:22][CH:21]=[N:20]1. (9) The product is: [CH3:23][S:24]([O:15][CH2:14][CH:10]1[CH2:11][CH2:12][CH2:13][N:8]([C:1]([O:3][C:4]([CH3:7])([CH3:6])[CH3:5])=[O:2])[CH2:9]1)(=[O:26])=[O:25]. Given the reactants [C:1]([N:8]1[CH2:13][CH2:12][CH2:11][CH:10]([CH2:14][OH:15])[CH2:9]1)([O:3][C:4]([CH3:7])([CH3:6])[CH3:5])=[O:2].C(N(CC)CC)C.[CH3:23][S:24](Cl)(=[O:26])=[O:25], predict the reaction product. (10) The product is: [CH3:6][O:8][C:9]([C:4]1[N:22]([CH2:21][C:20]2[CH:23]=[CH:24][C:17]([S:14]([CH3:13])(=[O:15])=[O:16])=[CH:18][CH:19]=2)[C:6](=[O:8])[C:5]2[C:4]([C:9]=1[OH:10])=[CH:3][C:2]([Cl:1])=[CH:12][CH:11]=2)=[O:10]. Given the reactants [Cl:1][C:2]1[CH:3]=[C:4]2[C:9](=[O:10])[O:8][C:6](=O)[C:5]2=[CH:11][CH:12]=1.[CH3:13][S:14]([C:17]1[CH:24]=[CH:23][C:20]([CH2:21][NH2:22])=[CH:19][CH:18]=1)(=[O:16])=[O:15], predict the reaction product.